This data is from Full USPTO retrosynthesis dataset with 1.9M reactions from patents (1976-2016). The task is: Predict the reactants needed to synthesize the given product. (1) Given the product [CH2:13]([O:20][CH2:21][CH:22]([NH:25][C:1](=[O:10])[O:2][CH2:3][C:4]1[CH:9]=[CH:8][CH:7]=[CH:6][CH:5]=1)[CH:23]=[CH2:24])[C:14]1[CH:19]=[CH:18][CH:17]=[CH:16][CH:15]=1, predict the reactants needed to synthesize it. The reactants are: [C:1](Cl)(=[O:10])[O:2][CH2:3][C:4]1[CH:9]=[CH:8][CH:7]=[CH:6][CH:5]=1.Cl.[CH2:13]([O:20][CH2:21][CH:22]([NH2:25])[CH:23]=[CH2:24])[C:14]1[CH:19]=[CH:18][CH:17]=[CH:16][CH:15]=1.CCN(C(C)C)C(C)C. (2) Given the product [N:14]1([C:2]([C:4]2[CH:5]=[C:6]([CH:11]=[CH:12][CH:13]=2)[C:7]([O:9][CH3:10])=[O:8])=[O:3])[CH2:18][CH2:17][CH2:16][CH2:15]1, predict the reactants needed to synthesize it. The reactants are: Cl[C:2]([C:4]1[CH:5]=[C:6]([CH:11]=[CH:12][CH:13]=1)[C:7]([O:9][CH3:10])=[O:8])=[O:3].[NH:14]1[CH2:18][CH2:17][CH2:16][CH2:15]1.O. (3) Given the product [CH3:4][O:3][P:2]([CH2:1][C:22](=[O:23])[C@@H:21]([NH:20][C:18]([O:17][C:13]([CH3:16])([CH3:15])[CH3:14])=[O:19])[CH2:26][CH:27]=[CH2:28])(=[O:7])[O:5][CH3:6], predict the reactants needed to synthesize it. The reactants are: [CH3:1][P:2](=[O:7])([O:5][CH3:6])[O:3][CH3:4].[Li]CCCC.[C:13]([O:17][C:18]([NH:20][C@@H:21]([CH2:26][CH:27]=[CH2:28])[C:22](OC)=[O:23])=[O:19])([CH3:16])([CH3:15])[CH3:14]. (4) Given the product [C:11]([C:10]1[CH:13]=[CH:14][C:7]([N:6]([CH2:19][C:20]2[CH:25]=[CH:24][CH:23]=[CH:22][C:21]=2[C:26]([F:27])([F:28])[F:29])[C@H:3]2[CH2:4][CH2:5][N:1]([CH2:31][C:32]([O:34][C:35]([CH3:38])([CH3:37])[CH3:36])=[O:33])[CH2:2]2)=[CH:8][C:9]=1[C:15]([F:17])([F:18])[F:16])#[N:12], predict the reactants needed to synthesize it. The reactants are: [NH:1]1[CH2:5][CH2:4][C@H:3]([N:6]([CH2:19][C:20]2[CH:25]=[CH:24][CH:23]=[CH:22][C:21]=2[C:26]([F:29])([F:28])[F:27])[C:7]2[CH:14]=[CH:13][C:10]([C:11]#[N:12])=[C:9]([C:15]([F:18])([F:17])[F:16])[CH:8]=2)[CH2:2]1.Br[CH2:31][C:32]([O:34][C:35]([CH3:38])([CH3:37])[CH3:36])=[O:33]. (5) Given the product [F:15][C:16]1[CH:24]=[C:23]([F:25])[CH:22]=[CH:21][C:17]=1[C:18]([C:12]1[CH:11]=[CH:10][C:9]([O:13][CH3:14])=[CH:8][C:7]=1[OH:6])=[O:19], predict the reactants needed to synthesize it. The reactants are: [Cl-].[Al+3].[Cl-].[Cl-].C[O:6][C:7]1[CH:12]=[CH:11][CH:10]=[C:9]([O:13][CH3:14])[CH:8]=1.[F:15][C:16]1[CH:24]=[C:23]([F:25])[CH:22]=[CH:21][C:17]=1[C:18](Cl)=[O:19].Cl. (6) Given the product [ClH:3].[Cl:3][C:13]1[CH:14]=[C:15]2[C:10](=[C:11]3[CH2:20][C:19]([CH3:22])([CH3:21])[O:18][C:12]=13)[C:9]([C:23]1[CH:24]=[CH:25][CH:26]=[CH:27][CH:28]=1)=[N:8][C:7]([CH3:6])([CH3:29])[CH2:16]2, predict the reactants needed to synthesize it. The reactants are: P(Cl)(Cl)([Cl:3])=O.[CH3:6][C:7]1([CH3:29])[CH2:16][C:15]2[C:10](=[C:11]3[CH2:20][C:19]([CH3:22])([CH3:21])[O:18][C:12]3=[C:13](O)[CH:14]=2)[C:9]([C:23]2[CH:28]=[CH:27][CH:26]=[CH:25][CH:24]=2)=[N:8]1.[OH-].[Na+]. (7) Given the product [Cl:52][CH2:35][C:24]1[N:25]([S:26]([C:29]2[CH:34]=[CH:33][CH:32]=[CH:31][CH:30]=2)(=[O:28])=[O:27])[C:21]2[N:20]=[CH:19][C:17]3[CH2:18][N:13]([C:3]4[C:2]([F:1])=[C:7]([O:8][CH3:9])[CH:6]=[C:5]([O:10][CH3:11])[C:4]=4[F:12])[C:14](=[O:38])[N:15]([CH3:37])[C:16]=3[C:22]=2[CH:23]=1, predict the reactants needed to synthesize it. The reactants are: [F:1][C:2]1[C:7]([O:8][CH3:9])=[CH:6][C:5]([O:10][CH3:11])=[C:4]([F:12])[C:3]=1[N:13]1[CH2:18][C:17]2[CH:19]=[N:20][C:21]3[N:25]([S:26]([C:29]4[CH:34]=[CH:33][CH:32]=[CH:31][CH:30]=4)(=[O:28])=[O:27])[C:24]([CH2:35]O)=[CH:23][C:22]=3[C:16]=2[N:15]([CH3:37])[C:14]1=[O:38].C(N(CC)C(C)C)(C)C.CS([Cl:52])(=O)=O.